Task: Binary Classification. Given a miRNA mature sequence and a target amino acid sequence, predict their likelihood of interaction.. Dataset: Experimentally validated miRNA-target interactions with 360,000+ pairs, plus equal number of negative samples (1) The miRNA is hsa-miR-5011-5p with sequence UAUAUAUACAGCCAUGCACUC. The protein sequence of the target gene is MQAQQLPYEFFSEENAPKWRGLLVPALKKVQGQVHPTLESNDDALQYVEELILQLLNMLCQAQPRSASDVEERVQKSFPHPIDKWAIADAQSAIEKRKRRNPLSLPVEKIHPLLKEVLGYKIDHQVSVYIVAVLEYISADILKLVGNYVRNIRHYEITKQDIKVAMCADKVLMDMFHQDVEDINILSLTDEEPSTSGEQTYYDLVKAFMAEIRQYIRELNLIIKVFREPFVSNSKLFSANDVENIFSRIVDIHELSVKLLGHIEDTVEMTDEGSPHPLVGSCFEDLAEELAFDPYESYAR.... Result: 1 (interaction). (2) The miRNA is mmu-miR-124-3p with sequence UAAGGCACGCGGUGAAUGCC. The protein sequence of the target gene is MAGRRVNVNVGVLGHIDSGKTALARALSTTASTAAFDKQPQSRERGITLDLGFSCFVVPLPGAEPGSSDTLLQVTLVDCPGHASLIRTIIGGAQIIDLMMLVIDVTKGMQTQSAECLVIGQIACQKLVVVLNKIDLLAEGKRQAAIDKMTKKMQKTLENTKFRGAPIIPVAAKPGGPEAPETEAPQGISELIELLKSQISIPTRDPSGPFLMSVDHCFSIKGQGTVMTGTILSGTISLGDSVEIPALKVVKKVKSMQMFHTPVTSAMQGDRLGICVTQFDPKLLERGLVCAPESLHTVHA.... Result: 1 (interaction). (3) The miRNA is hsa-miR-511-5p with sequence GUGUCUUUUGCUCUGCAGUCA. The protein sequence of the target gene is MVTQILGAMESQVGGGPAGPALPNGPLLGTNGATDDSKTNLIVNYLPQNMTQDEFKSLFGSIGDIESCKLVRDKITGQSLGYGFVNYSDPNDADKAINTLNGLKLQTKTIKVSYARPSSASIRDANLYVSGLPKTMSQKEMEQLFSQYGRIITSRILVDQVTGVSRGVGFIRFDKRIEAEEAIKGLNGQKPLGAAEPITVKFANNPSQKTGQALLTHLYQSSARRYAGPLHHQTQRFRLDNLLNMAYGVKSPLSLIARFSPIAIDGMSGLAGVGLSGGAAGAGWCIFVYNLSPEADESVL.... Result: 1 (interaction). (4) The miRNA is hsa-miR-186-3p with sequence GCCCAAAGGUGAAUUUUUUGGG. The protein sequence of the target gene is MAAGFGRCCRVLRSISRFHWRSQHTKANRQREPGLGFSFEFTEQQKEFQATARKFAREEIIPVAAEYDKTGEYPVPLIRRAWELGLMNTHIPENCGGLGLGTFDACLISEELAYGCTGVQTAIEGNSLGQMPIIIAGNDQQKKKYLGRMTEEPLMCAYCVTEPGAGSDVAGIKTKAEKKGDEYIINGQKMWITNGGKANWYFLLARSDPDPKAPANKAFTGFIVEADTPGIQIGRKELNMGQRCSDTRGIVFEDVKVPKENVLIGDGAGFKVAMGAFDKTRPVVAAGAVGLAQRALDEAT.... Result: 0 (no interaction). (5) The miRNA is hsa-miR-3666 with sequence CAGUGCAAGUGUAGAUGCCGA. The protein sequence of the target gene is MAPKVFRQYWDIPDGTDCHRKAYSTTSIASVAGLTAAAYRVTLNPPGTFLEGVAKVGQYTFTAAAVGAVFGLTTCISAHVREKPDDPLNYFLGGCAGGLTLGARTHNYGIGAAACVYFGIAASLVKMGRLEGWEVFAKPKV. Result: 0 (no interaction). (6) The miRNA is mmu-miR-759 with sequence GCAGAGUGCAAACAAUUUUGAC. The protein sequence of the target gene is MFLQFAVWKCLPHGILIASLLVVSWGQYDDDWQYEDCKLARGGPPATIVAIDEESRNGTILVDNMLIKGTAGGPDPTIELSLKDNVDYWVLLDPVKQMLFLNSTGRVLDRDPPMNIHSIVVQVQCVNKKVGTVIYHEVRIVVRDRNDNSPTFKHESYYATVNELTPVGTTIFTGFSGDNGATDIDDGPNGQIEYVIQYNPEDPTSNDTFEIPLMLTGNVVLRKRLNYEDKTRYYVIIQANDRAQNLNERRTTTTTLTVDVLDGDDLGPMFLPCVLVPNTRDCRPLTYQAAIPELRTPEEL.... Result: 0 (no interaction). (7) The miRNA is hsa-miR-564 with sequence AGGCACGGUGUCAGCAGGC. The protein sequence of the target gene is MAGVGAGPLRAMGRQALLLLALCATGAQGLYFHIGETEKRCFIEEIPDETMVIGNYRTQMWDKQKEVFLPSTPGLGMHVEVKDPDGKVVLSRQYGSEGRFTFTSHTPGDHQICLHSNSTRMALFAGGKLRVHLDIQVGEHANNYPEIAAKDKLTELQLRARQLLDQVEQIQKEQDYQRYREERFRLTSESTNQRVLWWSIAQTVILILTGIWQMRHLKSFFEAKKLV. Result: 1 (interaction).